The task is: Predict the reactants needed to synthesize the given product.. This data is from Full USPTO retrosynthesis dataset with 1.9M reactions from patents (1976-2016). (1) Given the product [CH2:33]([NH:35][C:36]([NH:1][C:2]1[CH:3]=[C:4]([C:8]2[CH:9]=[C:10]3[C:14](=[CH:15][CH:16]=2)[CH2:13][CH:12]([NH:17][S:18]([CH:21]([CH3:23])[CH3:22])(=[O:20])=[O:19])[CH2:11]3)[CH:5]=[CH:6][CH:7]=1)=[O:37])[CH3:34], predict the reactants needed to synthesize it. The reactants are: [NH2:1][C:2]1[CH:3]=[C:4]([C:8]2[CH:9]=[C:10]3[C:14](=[CH:15][CH:16]=2)[CH2:13][CH:12]([NH:17][S:18]([CH:21]([CH3:23])[CH3:22])(=[O:20])=[O:19])[CH2:11]3)[CH:5]=[CH:6][CH:7]=1.C(N(C(C)C)CC)(C)C.[CH2:33]([N:35]=[C:36]=[O:37])[CH3:34]. (2) Given the product [CH:13]1([CH2:16][N:9]2[CH2:10][CH2:11][CH:7]([C:1]3[CH:2]=[CH:3][CH:4]=[CH:5][CH:6]=3)[C:8]2=[O:12])[CH2:15][CH2:14]1, predict the reactants needed to synthesize it. The reactants are: [C:1]1([CH:7]2[CH2:11][CH2:10][NH:9][C:8]2=[O:12])[CH:6]=[CH:5][CH:4]=[CH:3][CH:2]=1.[CH:13]1([CH2:16]Br)[CH2:15][CH2:14]1.CN(C)C=O.[H-].[Na+].